This data is from NCI-60 drug combinations with 297,098 pairs across 59 cell lines. The task is: Regression. Given two drug SMILES strings and cell line genomic features, predict the synergy score measuring deviation from expected non-interaction effect. (1) Drug 1: COC1=CC(=CC(=C1O)OC)C2C3C(COC3=O)C(C4=CC5=C(C=C24)OCO5)OC6C(C(C7C(O6)COC(O7)C8=CC=CS8)O)O. Drug 2: CCCCC(=O)OCC(=O)C1(CC(C2=C(C1)C(=C3C(=C2O)C(=O)C4=C(C3=O)C=CC=C4OC)O)OC5CC(C(C(O5)C)O)NC(=O)C(F)(F)F)O. Cell line: MOLT-4. Synergy scores: CSS=60.0, Synergy_ZIP=-0.999, Synergy_Bliss=-2.58, Synergy_Loewe=-13.5, Synergy_HSA=-0.893. (2) Drug 1: CC1=C2C(C(=O)C3(C(CC4C(C3C(C(C2(C)C)(CC1OC(=O)C(C(C5=CC=CC=C5)NC(=O)C6=CC=CC=C6)O)O)OC(=O)C7=CC=CC=C7)(CO4)OC(=O)C)O)C)OC(=O)C. Drug 2: C1CCC(C(C1)N)N.C(=O)(C(=O)[O-])[O-].[Pt+4]. Cell line: T-47D. Synergy scores: CSS=44.9, Synergy_ZIP=-1.86, Synergy_Bliss=1.77, Synergy_Loewe=-19.7, Synergy_HSA=5.15. (3) Drug 1: C1=C(C(=O)NC(=O)N1)F. Drug 2: C1=NC2=C(N1)C(=S)N=CN2. Cell line: SR. Synergy scores: CSS=44.3, Synergy_ZIP=-8.83, Synergy_Bliss=-21.1, Synergy_Loewe=-20.1, Synergy_HSA=-18.4. (4) Drug 1: CC1CCC2CC(C(=CC=CC=CC(CC(C(=O)C(C(C(=CC(C(=O)CC(OC(=O)C3CCCCN3C(=O)C(=O)C1(O2)O)C(C)CC4CCC(C(C4)OC)O)C)C)O)OC)C)C)C)OC. Drug 2: CC=C1C(=O)NC(C(=O)OC2CC(=O)NC(C(=O)NC(CSSCCC=C2)C(=O)N1)C(C)C)C(C)C. Cell line: NCI-H226. Synergy scores: CSS=21.4, Synergy_ZIP=-0.924, Synergy_Bliss=-0.0913, Synergy_Loewe=-12.5, Synergy_HSA=-0.271. (5) Drug 1: CC1=C(C=C(C=C1)NC(=O)C2=CC=C(C=C2)CN3CCN(CC3)C)NC4=NC=CC(=N4)C5=CN=CC=C5. Drug 2: CN(CCCl)CCCl.Cl. Cell line: UACC-257. Synergy scores: CSS=8.62, Synergy_ZIP=-3.22, Synergy_Bliss=-1.34, Synergy_Loewe=-3.77, Synergy_HSA=-0.500. (6) Drug 1: CNC(=O)C1=CC=CC=C1SC2=CC3=C(C=C2)C(=NN3)C=CC4=CC=CC=N4. Drug 2: C1=CC=C(C=C1)NC(=O)CCCCCCC(=O)NO. Cell line: BT-549. Synergy scores: CSS=6.95, Synergy_ZIP=0.100, Synergy_Bliss=4.32, Synergy_Loewe=1.29, Synergy_HSA=2.61. (7) Drug 1: C1CCC(C1)C(CC#N)N2C=C(C=N2)C3=C4C=CNC4=NC=N3. Drug 2: CN(CC1=CN=C2C(=N1)C(=NC(=N2)N)N)C3=CC=C(C=C3)C(=O)NC(CCC(=O)O)C(=O)O. Cell line: NCIH23. Synergy scores: CSS=22.0, Synergy_ZIP=-3.60, Synergy_Bliss=-1.55, Synergy_Loewe=-12.1, Synergy_HSA=-0.390. (8) Drug 1: C1CCC(C1)C(CC#N)N2C=C(C=N2)C3=C4C=CNC4=NC=N3. Drug 2: C1CC(=O)NC(=O)C1N2CC3=C(C2=O)C=CC=C3N. Cell line: UACC-257. Synergy scores: CSS=-3.45, Synergy_ZIP=0.373, Synergy_Bliss=-1.98, Synergy_Loewe=-3.90, Synergy_HSA=-4.48. (9) Drug 1: CC1C(C(CC(O1)OC2CC(CC3=C2C(=C4C(=C3O)C(=O)C5=C(C4=O)C(=CC=C5)OC)O)(C(=O)CO)O)N)O.Cl. Drug 2: CN(C)C1=NC(=NC(=N1)N(C)C)N(C)C. Cell line: SK-OV-3. Synergy scores: CSS=-1.33, Synergy_ZIP=0.748, Synergy_Bliss=-1.28, Synergy_Loewe=-0.659, Synergy_HSA=-1.43. (10) Drug 1: C1=C(C(=O)NC(=O)N1)N(CCCl)CCCl. Drug 2: CCCCC(=O)OCC(=O)C1(CC(C2=C(C1)C(=C3C(=C2O)C(=O)C4=C(C3=O)C=CC=C4OC)O)OC5CC(C(C(O5)C)O)NC(=O)C(F)(F)F)O. Cell line: NCI-H460. Synergy scores: CSS=14.8, Synergy_ZIP=-2.87, Synergy_Bliss=-6.97, Synergy_Loewe=-7.38, Synergy_HSA=-7.02.